From a dataset of NCI-60 drug combinations with 297,098 pairs across 59 cell lines. Regression. Given two drug SMILES strings and cell line genomic features, predict the synergy score measuring deviation from expected non-interaction effect. (1) Synergy scores: CSS=-8.87, Synergy_ZIP=6.65, Synergy_Bliss=-4.86, Synergy_Loewe=-7.39, Synergy_HSA=-7.50. Cell line: HT29. Drug 1: CC1=C(C=C(C=C1)NC2=NC=CC(=N2)N(C)C3=CC4=NN(C(=C4C=C3)C)C)S(=O)(=O)N.Cl. Drug 2: C1CNP(=O)(OC1)N(CCCl)CCCl. (2) Drug 1: CC1C(C(=O)NC(C(=O)N2CCCC2C(=O)N(CC(=O)N(C(C(=O)O1)C(C)C)C)C)C(C)C)NC(=O)C3=C4C(=C(C=C3)C)OC5=C(C(=O)C(=C(C5=N4)C(=O)NC6C(OC(=O)C(N(C(=O)CN(C(=O)C7CCCN7C(=O)C(NC6=O)C(C)C)C)C)C(C)C)C)N)C. Drug 2: C1=NC(=NC(=O)N1C2C(C(C(O2)CO)O)O)N. Cell line: COLO 205. Synergy scores: CSS=36.8, Synergy_ZIP=-4.96, Synergy_Bliss=-2.88, Synergy_Loewe=-3.12, Synergy_HSA=-2.48. (3) Drug 1: CC1C(C(CC(O1)OC2CC(CC3=C2C(=C4C(=C3O)C(=O)C5=C(C4=O)C(=CC=C5)OC)O)(C(=O)C)O)N)O.Cl. Drug 2: CC1C(C(=O)NC(C(=O)N2CCCC2C(=O)N(CC(=O)N(C(C(=O)O1)C(C)C)C)C)C(C)C)NC(=O)C3=C4C(=C(C=C3)C)OC5=C(C(=O)C(=C(C5=N4)C(=O)NC6C(OC(=O)C(N(C(=O)CN(C(=O)C7CCCN7C(=O)C(NC6=O)C(C)C)C)C)C(C)C)C)N)C. Cell line: HCC-2998. Synergy scores: CSS=13.1, Synergy_ZIP=6.70, Synergy_Bliss=11.9, Synergy_Loewe=10.9, Synergy_HSA=11.1. (4) Drug 1: CC12CCC(CC1=CCC3C2CCC4(C3CC=C4C5=CN=CC=C5)C)O. Drug 2: CCC1(C2=C(COC1=O)C(=O)N3CC4=CC5=C(C=CC(=C5CN(C)C)O)N=C4C3=C2)O.Cl. Cell line: A549. Synergy scores: CSS=22.1, Synergy_ZIP=-3.34, Synergy_Bliss=0.776, Synergy_Loewe=-13.5, Synergy_HSA=-0.189. (5) Drug 1: CC1=C(C=C(C=C1)NC(=O)C2=CC=C(C=C2)CN3CCN(CC3)C)NC4=NC=CC(=N4)C5=CN=CC=C5. Drug 2: C(=O)(N)NO. Cell line: NCI-H460. Synergy scores: CSS=-2.74, Synergy_ZIP=0.354, Synergy_Bliss=-1.41, Synergy_Loewe=-1.60, Synergy_HSA=-2.34. (6) Drug 1: CNC(=O)C1=CC=CC=C1SC2=CC3=C(C=C2)C(=NN3)C=CC4=CC=CC=N4. Drug 2: CC1=C(C(=CC=C1)Cl)NC(=O)C2=CN=C(S2)NC3=CC(=NC(=N3)C)N4CCN(CC4)CCO. Cell line: SNB-75. Synergy scores: CSS=14.2, Synergy_ZIP=-3.60, Synergy_Bliss=-1.06, Synergy_Loewe=-11.0, Synergy_HSA=0.490. (7) Drug 1: CS(=O)(=O)CCNCC1=CC=C(O1)C2=CC3=C(C=C2)N=CN=C3NC4=CC(=C(C=C4)OCC5=CC(=CC=C5)F)Cl. Drug 2: CC1=C(N=C(N=C1N)C(CC(=O)N)NCC(C(=O)N)N)C(=O)NC(C(C2=CN=CN2)OC3C(C(C(C(O3)CO)O)O)OC4C(C(C(C(O4)CO)O)OC(=O)N)O)C(=O)NC(C)C(C(C)C(=O)NC(C(C)O)C(=O)NCCC5=NC(=CS5)C6=NC(=CS6)C(=O)NCCC[S+](C)C)O. Cell line: HOP-92. Synergy scores: CSS=28.6, Synergy_ZIP=-0.872, Synergy_Bliss=11.1, Synergy_Loewe=-14.1, Synergy_HSA=5.65.